This data is from Peptide-MHC class II binding affinity with 134,281 pairs from IEDB. The task is: Regression. Given a peptide amino acid sequence and an MHC pseudo amino acid sequence, predict their binding affinity value. This is MHC class II binding data. The peptide sequence is NVFDEVIPTAFTVGK. The MHC is HLA-DQA10101-DQB10501 with pseudo-sequence HLA-DQA10101-DQB10501. The binding affinity (normalized) is 0.129.